Dataset: Full USPTO retrosynthesis dataset with 1.9M reactions from patents (1976-2016). Task: Predict the reactants needed to synthesize the given product. (1) Given the product [NH2:22][C:21]1[C:16]2[NH:15][CH:14]=[C:13]([CH2:12][N:10]([CH3:11])[CH2:9][C@H:8]([CH2:23][S:24][CH3:25])[C@@H:6]([OH:7])[CH2:5][OH:4])[C:17]=2[N:18]=[CH:19][N:20]=1, predict the reactants needed to synthesize it. The reactants are: Cl.CC1(C)[O:7][C@H:6]([C@@H:8]([CH2:23][S:24][CH3:25])[CH2:9][N:10]([CH2:12][C:13]2[C:17]3[N:18]=[CH:19][N:20]=[C:21]([NH2:22])[C:16]=3[NH:15][CH:14]=2)[CH3:11])[CH2:5][O:4]1. (2) The reactants are: [SH:1][C:2]1[CH:7]=[CH:6][CH:5]=[CH:4][N+:3]=1[O-:8].[Na].[Cl:10][C:11]1[CH:18]=[CH:17][CH:16]=[C:15]([Cl:19])[C:12]=1[CH2:13]Cl. Given the product [Cl:10][C:11]1[CH:18]=[CH:17][CH:16]=[C:15]([Cl:19])[C:12]=1[CH2:13][S:1][C:2]1[CH:7]=[CH:6][CH:5]=[CH:4][N+:3]=1[O-:8], predict the reactants needed to synthesize it. (3) Given the product [Si:1]([O:18][CH2:19][C:20]1[C:25]([N:26]2[CH2:31][C@H:30]([CH3:32])[O:29][C@H:28]([CH3:33])[CH2:27]2)=[C:24]([Cl:34])[C:23]([F:35])=[C:22]([C:39]([C:41]2[CH:46]=[CH:45][N:44]=[N:43][CH:42]=2)=[O:40])[CH:21]=1)([C:14]([CH3:16])([CH3:17])[CH3:15])([C:2]1[CH:7]=[CH:6][CH:5]=[CH:4][CH:3]=1)[C:8]1[CH:13]=[CH:12][CH:11]=[CH:10][CH:9]=1, predict the reactants needed to synthesize it. The reactants are: [Si:1]([O:18][CH2:19][C:20]1[C:25]([N:26]2[CH2:31][C@H:30]([CH3:32])[O:29][C@H:28]([CH3:33])[CH2:27]2)=[C:24]([Cl:34])[C:23]([F:35])=[CH:22][CH:21]=1)([C:14]([CH3:17])([CH3:16])[CH3:15])([C:8]1[CH:13]=[CH:12][CH:11]=[CH:10][CH:9]=1)[C:2]1[CH:7]=[CH:6][CH:5]=[CH:4][CH:3]=1.CON(C)[C:39]([C:41]1[CH:46]=[CH:45][N:44]=[N:43][CH:42]=1)=[O:40]. (4) Given the product [CH3:16][C@@:10]1([C:12]([F:15])([F:14])[F:13])[CH2:9][N:5]2[C:6](=[O:8])[CH:7]=[C:2]([N:17]3[CH2:22][CH2:21][O:20][CH2:19][CH2:18]3)[N:3]=[C:4]2[NH:11]1, predict the reactants needed to synthesize it. The reactants are: Cl[C:2]1[N:3]=[C:4]2[NH:11][C@:10]([CH3:16])([C:12]([F:15])([F:14])[F:13])[CH2:9][N:5]2[C:6](=[O:8])[CH:7]=1.[NH:17]1[CH2:22][CH2:21][O:20][CH2:19][CH2:18]1.